Dataset: Plasma protein binding rate (PPBR) regression data from AstraZeneca. Task: Regression/Classification. Given a drug SMILES string, predict its absorption, distribution, metabolism, or excretion properties. Task type varies by dataset: regression for continuous measurements (e.g., permeability, clearance, half-life) or binary classification for categorical outcomes (e.g., BBB penetration, CYP inhibition). For this dataset (ppbr_az), we predict Y. (1) The compound is C[C@H](Nc1ncc(F)c(Nc2cc(C3CC3)[nH]n2)n1)c1ncc(F)cn1. The Y is 77.6 %. (2) The compound is O=C(N[C@@H]1COc2cccc(-c3ccc(CO)nc3)c2C1)c1ccc(OCC(F)(F)F)nc1. The Y is 96.3 %. (3) The molecule is Cc1cc(Nc2nc(N[C@@H](C)c3ccc(F)cn3)cnc2C)n[nH]1. The Y is 84.0 %. (4) The compound is O=C(O)c1cncc(-c2ccc(Cl)c(C(=O)NCC34CC5CC(CC(C5)C3)C4)c2)c1. The Y is 99.0 %. (5) The molecule is OCCO[C@H]1C[C@@H](n2nnc3c(N[C@@H]4C[C@H]4c4ccc(F)c(F)c4)nc(SCCC(F)(F)F)nc32)[C@H](O)[C@@H]1O. The Y is 99.8 %.